From a dataset of Catalyst prediction with 721,799 reactions and 888 catalyst types from USPTO. Predict which catalyst facilitates the given reaction. (1) Reactant: [C:1]1([CH2:7][CH2:8][P:9]([OH:11])[OH:10])[CH:6]=[CH:5][CH:4]=[CH:3][CH:2]=1.C=C.[CH3:14][C:15](N=NC(C#N)(C)C)(C#N)C. The catalyst class is: 15. Product: [CH2:14]([P:9]([CH2:8][CH2:7][C:1]1[CH:6]=[CH:5][CH:4]=[CH:3][CH:2]=1)(=[O:11])[OH:10])[CH3:15]. (2) Reactant: Cl.[NH2:2][CH2:3][C:4]1[CH:5]=[C:6]2[C:10](=[CH:11][CH:12]=1)[C:9](=[O:13])[N:8]([CH:14]1[CH2:19][CH2:18][C:17](=[O:20])[NH:16][C:15]1=[O:21])[CH2:7]2.[F:22][C:23]1[CH:24]=[C:25]([C:30]([F:35])([F:34])[C:31](O)=[O:32])[CH:26]=[CH:27][C:28]=1[F:29].F[P-](F)(F)(F)(F)F.CN(C(N(C)C)=[N+]1C2C(=NC=CC=2)[N+]([O-])=N1)C.C(N(C(C)C)CC)(C)C. Product: [F:22][C:23]1[CH:24]=[C:25]([C:30]([F:35])([F:34])[C:31]([NH:2][CH2:3][C:4]2[CH:5]=[C:6]3[C:10](=[CH:11][CH:12]=2)[C:9](=[O:13])[N:8]([CH:14]2[CH2:19][CH2:18][C:17](=[O:20])[NH:16][C:15]2=[O:21])[CH2:7]3)=[O:32])[CH:26]=[CH:27][C:28]=1[F:29]. The catalyst class is: 35. (3) Reactant: [Cl:1][C:2]1[CH:3]=[CH:4][C:5]2[O:10][CH:9]([C:11]#[N:12])[O:8][C:7]([CH:19]3[CH2:24][CH2:23][CH2:22][CH2:21][CH2:20]3)([CH:13]3[CH2:18][CH2:17][CH2:16][CH2:15][CH2:14]3)[C:6]=2[CH:25]=1.C[Sn]([N:30]=[N+:31]=[N-:32])(C)C. Product: [Cl:1][C:2]1[CH:3]=[CH:4][C:5]2[O:10][CH:9]([C:11]3[NH:32][N:31]=[N:30][N:12]=3)[O:8][C:7]([CH:19]3[CH2:20][CH2:21][CH2:22][CH2:23][CH2:24]3)([CH:13]3[CH2:18][CH2:17][CH2:16][CH2:15][CH2:14]3)[C:6]=2[CH:25]=1. The catalyst class is: 113. (4) Reactant: [O:1]1[CH2:6][CH2:5][CH2:4][CH2:3][CH:2]1[O:7][CH2:8][CH2:9][O:10][C:11]1[CH:16]=[CH:15][C:14]([C:17](=[O:19])[CH3:18])=[CH:13][CH:12]=1.CC(OC)(C)C.CC(C)([O-])C.[K+].C[O:33][C:34]([C:36]1[CH:41]=[CH:40][C:39]([CH3:42])=[CH:38][CH:37]=1)=O. Product: [C:39]1([CH3:42])[CH:40]=[CH:41][C:36]([C:34](=[O:33])[CH2:18][C:17]([C:14]2[CH:13]=[CH:12][C:11]([O:10][CH2:9][CH2:8][O:7][CH:2]3[CH2:3][CH2:4][CH2:5][CH2:6][O:1]3)=[CH:16][CH:15]=2)=[O:19])=[CH:37][CH:38]=1. The catalyst class is: 11. (5) Reactant: [H-].[Al+3].[Li+].[H-].[H-].[H-].C([O:9][C:10]([C:12]1[N:13]=[N:14][C:15]([O:21][CH2:22][CH3:23])=[CH:16][C:17]=1[O:18][CH2:19][CH3:20])=O)C. Product: [CH2:19]([O:18][C:17]1[CH:16]=[C:15]([O:21][CH2:22][CH3:23])[N:14]=[N:13][C:12]=1[CH2:10][OH:9])[CH3:20]. The catalyst class is: 1. (6) Reactant: C([Mg]Cl)CCC.C([Li])CCC.CCCCCC.[Br:18][C:19]1[CH:24]=[CH:23][C:22](Br)=[CH:21][N:20]=1.CN([CH:29]=[O:30])C. Product: [Br:18][C:19]1[N:20]=[CH:21][C:22]([CH:29]=[O:30])=[CH:23][CH:24]=1. The catalyst class is: 247. (7) Reactant: [N+:1]([C:4]1[O:8][C:7]([C:9](Cl)=[O:10])=[CH:6][CH:5]=1)([O-:3])=[O:2].[CH3:12][N:13]1[CH2:18][CH2:17][N:16]([C:19]2[CH:26]=[CH:25][C:22]([C:23]#[N:24])=[CH:21][CH:20]=2)[CH2:15][CH2:14]1.CCN(CC)CC. Product: [CH3:12][N:13]1[CH2:18][CH2:17][N:16]([C:19]2[CH:26]=[CH:25][C:22]([CH2:23][NH:24][C:9]([C:7]3[O:8][C:4]([N+:1]([O-:3])=[O:2])=[CH:5][CH:6]=3)=[O:10])=[CH:21][CH:20]=2)[CH2:15][CH2:14]1. The catalyst class is: 2.